Task: Predict the product of the given reaction.. Dataset: Forward reaction prediction with 1.9M reactions from USPTO patents (1976-2016) (1) Given the reactants [N+:1]([C:4]1[CH:9]=[CH:8][C:7]([C:10]2([C:16]#[N:17])[CH2:15][CH2:14][O:13][CH2:12][CH2:11]2)=[CH:6][CH:5]=1)([O-:3])=[O:2].[BH4-].[Na+], predict the reaction product. The product is: [N+:1]([C:4]1[CH:9]=[CH:8][C:7]([C:10]2([CH2:16][NH2:17])[CH2:15][CH2:14][O:13][CH2:12][CH2:11]2)=[CH:6][CH:5]=1)([O-:3])=[O:2]. (2) Given the reactants [O:1]=[C:2]1[CH2:7][CH2:6][CH:5]([CH2:8][NH:9][C:10](=[O:19])[O:11][CH2:12][C:13]2[CH:18]=[CH:17][CH:16]=[CH:15][CH:14]=2)[CH2:4][CH2:3]1.C[Mg]Br.O1CC[CH2:25][CH2:24]1, predict the reaction product. The product is: [CH2:24]([C:2]1([OH:1])[CH2:7][CH2:6][CH:5]([CH2:8][NH:9][C:10](=[O:19])[O:11][CH2:12][C:13]2[CH:14]=[CH:15][CH:16]=[CH:17][CH:18]=2)[CH2:4][CH2:3]1)[CH3:25]. (3) The product is: [CH:27]1([NH:30][C:5]2[N:10]=[C:9]([C:11]3[N:15]4[CH:16]=[CH:17][CH:18]=[CH:19][C:14]4=[N:13][C:12]=3[C:20]3[CH:25]=[CH:24][CH:23]=[C:22]([CH3:26])[N:21]=3)[CH:8]=[CH:7][N:6]=2)[CH2:29][CH2:28]1. Given the reactants CS([C:5]1[N:10]=[C:9]([C:11]2[N:15]3[CH:16]=[CH:17][CH:18]=[CH:19][C:14]3=[N:13][C:12]=2[C:20]2[CH:25]=[CH:24][CH:23]=[C:22]([CH3:26])[N:21]=2)[CH:8]=[CH:7][N:6]=1)(=O)=O.[CH:27]1([NH2:30])[CH2:29][CH2:28]1, predict the reaction product.